Dataset: Ames mutagenicity test results for genotoxicity prediction. Task: Regression/Classification. Given a drug SMILES string, predict its toxicity properties. Task type varies by dataset: regression for continuous values (e.g., LD50, hERG inhibition percentage) or binary classification for toxic/non-toxic outcomes (e.g., AMES mutagenicity, cardiotoxicity, hepatotoxicity). Dataset: ames. (1) The molecule is CCCCCCCCCCCC[C@H]1CO1. The result is 0 (non-mutagenic). (2) The drug is O=[N+]([O-])c1cccc([N+](=O)[O-])c1. The result is 1 (mutagenic). (3) The drug is N#C[C@@H](Cl)Br. The result is 1 (mutagenic). (4) The compound is O=C1OCC(CBr)=C1Br. The result is 1 (mutagenic). (5) The molecule is O=NN1CCOCC1. The result is 1 (mutagenic). (6) The drug is c1ccc2c3c(ccc2c1)-c1cccc2cccc-3c12. The result is 1 (mutagenic). (7) The compound is NCCO. The result is 0 (non-mutagenic).